This data is from Catalyst prediction with 721,799 reactions and 888 catalyst types from USPTO. The task is: Predict which catalyst facilitates the given reaction. Reactant: [Br:1][C:2]1[C:3](Cl)=[N:4][CH:5]=[CH:6][CH:7]=1.[CH3:9][C@@H:10]1[CH2:15][NH:14][CH2:13][CH2:12][NH:11]1.C(N(CC)C(C)C)(C)C. Product: [Br:1][C:2]1[C:3]([N:11]2[CH2:12][CH2:13][NH:14][CH2:15][C@H:10]2[CH3:9])=[N:4][CH:5]=[CH:6][CH:7]=1. The catalyst class is: 37.